From a dataset of Forward reaction prediction with 1.9M reactions from USPTO patents (1976-2016). Predict the product of the given reaction. (1) Given the reactants [F:1][C:2]([C:5]1[CH:12]=[CH:11][C:8]([CH:9]=O)=[CH:7][CH:6]=1)([F:4])[CH3:3].[NH2:13][C:14]1[N:15]=[N:16][C:17]([CH3:20])=[CH:18][CH:19]=1.C([O:23][C:24](=O)[C:25](=[O:39])[CH2:26][C:27]([C:29]1[CH:34]=[CH:33][C:32]([S:35]([CH3:38])(=[O:37])=[O:36])=[CH:31][CH:30]=1)=[O:28])C, predict the reaction product. The product is: [F:1][C:2]([C:5]1[CH:12]=[CH:11][C:8]([CH:9]2[N:13]([C:14]3[N:15]=[N:16][C:17]([CH3:20])=[CH:18][CH:19]=3)[C:24](=[O:23])[C:25]([OH:39])=[C:26]2[C:27](=[O:28])[C:29]2[CH:34]=[CH:33][C:32]([S:35]([CH3:38])(=[O:37])=[O:36])=[CH:31][CH:30]=2)=[CH:7][CH:6]=1)([F:4])[CH3:3]. (2) Given the reactants C([O:8][C:9](=[O:49])[CH2:10][S:11][C:12]1[CH:17]=[CH:16][CH:15]=[C:14]([NH:18][C:19](=[O:48])[CH2:20][N:21]2[C:27](=[O:28])[N:26]([CH:29]3[CH2:35][CH2:34][CH2:33][CH2:32][CH2:31][CH2:30]3)[C:25]3[CH:36]=[CH:37][CH:38]=[CH:39][C:24]=3[N:23]([CH2:40][C:41](=[O:46])[C:42]([CH3:45])([CH3:44])[CH3:43])[C:22]2=[O:47])[CH:13]=1)C1C=CC=CC=1.[OH-].[Na+].OS([O-])(=O)=O.[K+], predict the reaction product. The product is: [CH:29]1([N:26]2[C:25]3[CH:36]=[CH:37][CH:38]=[CH:39][C:24]=3[N:23]([CH2:40][C:41](=[O:46])[C:42]([CH3:45])([CH3:44])[CH3:43])[C:22](=[O:47])[N:21]([CH2:20][C:19]([NH:18][C:14]3[CH:13]=[C:12]([S:11][CH2:10][C:9]([OH:49])=[O:8])[CH:17]=[CH:16][CH:15]=3)=[O:48])[C:27]2=[O:28])[CH2:35][CH2:34][CH2:33][CH2:32][CH2:31][CH2:30]1. (3) Given the reactants [C:1](=[O:18])(OC1C=CC([N+]([O-])=O)=CC=1)[O:2][CH:3]1[CH2:7][CH2:6][CH2:5][CH2:4]1.Cl.[CH3:20][N:21]1[CH2:26][CH2:25][N:24]([C:27]2[CH:32]=[C:31]([C:33]3[CH:42]=[C:41]4[C:36]([CH2:37][CH2:38][NH:39][CH2:40]4)=[CH:35][CH:34]=3)[N:30]=[C:29]([NH2:43])[N:28]=2)[CH2:23][CH2:22]1, predict the reaction product. The product is: [NH2:43][C:29]1[N:30]=[C:31]([C:33]2[CH:42]=[C:41]3[C:36]([CH2:37][CH2:38][N:39]([C:1]([O:2][CH:3]4[CH2:4][CH2:5][CH2:6][CH2:7]4)=[O:18])[CH2:40]3)=[CH:35][CH:34]=2)[CH:32]=[C:27]([N:24]2[CH2:23][CH2:22][N:21]([CH3:20])[CH2:26][CH2:25]2)[N:28]=1. (4) Given the reactants CO[C:3](=[O:31])[C:4]1[CH:9]=[CH:8][C:7]([C:10]2[CH:15]=[CH:14][C:13]([O:16][CH:17]3[CH2:20][N:19]([CH2:21][C:22]4[CH:27]=[CH:26][C:25]([CH:28]([CH3:30])[CH3:29])=[CH:24][CH:23]=4)[CH2:18]3)=[CH:12][N:11]=2)=[CH:6][CH:5]=1.[CH2:32]([CH2:34][NH2:35])[OH:33], predict the reaction product. The product is: [OH:33][CH2:32][CH2:34][NH:35][C:3](=[O:31])[C:4]1[CH:5]=[CH:6][C:7]([C:10]2[CH:15]=[CH:14][C:13]([O:16][CH:17]3[CH2:18][N:19]([CH2:21][C:22]4[CH:23]=[CH:24][C:25]([CH:28]([CH3:29])[CH3:30])=[CH:26][CH:27]=4)[CH2:20]3)=[CH:12][N:11]=2)=[CH:8][CH:9]=1. (5) Given the reactants O=C1C2NC(C(OC)=O)=CC=2CC1.BrC1C=C(C=CC=1)C[Mg]Br.[Br:24][C:25]1[CH:26]=[C:27]([CH:42]=[CH:43][CH:44]=1)[CH2:28][C:29]1(O)[C:33]2[NH:34][C:35]([C:37]([O:39][CH3:40])=[O:38])=[CH:36][C:32]=2[CH2:31][CH2:30]1, predict the reaction product. The product is: [Br:24][C:25]1[CH:26]=[C:27]([CH:42]=[CH:43][CH:44]=1)[CH2:28][CH:29]1[C:33]2[NH:34][C:35]([C:37]([O:39][CH3:40])=[O:38])=[CH:36][C:32]=2[CH2:31][CH2:30]1. (6) Given the reactants [Br:1][C:2]1[C:3](F)=[C:4]2[C:10]([NH:11][C:12]([C@@H:14]3[CH2:16][C@H:15]3[C:17]3[CH:22]=[CH:21][CH:20]=[CH:19][CH:18]=3)=[O:13])=[CH:9][NH:8][C:5]2=[N:6][CH:7]=1.[NH:24]1[CH2:29][CH2:28][CH2:27][C@@H:26]([NH:30][C:31](=[O:37])[O:32][C:33]([CH3:36])([CH3:35])[CH3:34])[CH2:25]1, predict the reaction product. The product is: [Br:1][C:2]1[C:3]([N:24]2[CH2:29][CH2:28][CH2:27][C@@H:26]([NH:30][C:31](=[O:37])[O:32][C:33]([CH3:35])([CH3:34])[CH3:36])[CH2:25]2)=[C:4]2[C:10]([NH:11][C:12]([C@@H:14]3[CH2:16][C@H:15]3[C:17]3[CH:22]=[CH:21][CH:20]=[CH:19][CH:18]=3)=[O:13])=[CH:9][NH:8][C:5]2=[N:6][CH:7]=1. (7) Given the reactants [Br:1][C:2]1[N:7]=[C:6]([C:8](Cl)=[O:9])[CH:5]=[CH:4][CH:3]=1.[CH3:11][NH2:12], predict the reaction product. The product is: [Br:1][C:2]1[N:7]=[C:6]([C:8]([NH:12][CH3:11])=[O:9])[CH:5]=[CH:4][CH:3]=1.